From a dataset of Catalyst prediction with 721,799 reactions and 888 catalyst types from USPTO. Predict which catalyst facilitates the given reaction. (1) The catalyst class is: 147. Product: [Br:1][C:7]1[CH:6]=[C:5]([CH2:3][CH3:4])[CH:10]=[CH:9][C:8]=1[OH:11]. Reactant: [Br:1]Br.[CH2:3]([C:5]1[CH:10]=[CH:9][C:8]([OH:11])=[CH:7][CH:6]=1)[CH3:4]. (2) Reactant: [Si]([O:8][CH2:9][C@@H:10]([NH:23][C:24](=[O:30])[O:25][C:26]([CH3:29])([CH3:28])[CH3:27])[C@H:11]([C:13]1[CH:18]=[CH:17][C:16]([C:19]([F:22])([F:21])[F:20])=[CH:15][CH:14]=1)[CH3:12])(C(C)(C)C)(C)C.[F-].C([N+](CCCC)(CCCC)CCCC)CCC.C1COCC1. Product: [OH:8][CH2:9][C@@H:10]([NH:23][C:24](=[O:30])[O:25][C:26]([CH3:29])([CH3:28])[CH3:27])[C@H:11]([C:13]1[CH:14]=[CH:15][C:16]([C:19]([F:22])([F:21])[F:20])=[CH:17][CH:18]=1)[CH3:12]. The catalyst class is: 28.